Dataset: Forward reaction prediction with 1.9M reactions from USPTO patents (1976-2016). Task: Predict the product of the given reaction. Given the reactants C([NH:4][C:5]12[CH2:14][CH:9]3[CH2:10][CH:11]([CH2:13][C:7]([C:15]([OH:17])=[O:16])([CH2:8]3)[CH2:6]1)[CH2:12]2)(=O)C.[ClH:18], predict the reaction product. The product is: [ClH:18].[NH2:4][C:5]12[CH2:14][CH:9]3[CH2:10][CH:11]([CH2:13][C:7]([C:15]([OH:17])=[O:16])([CH2:8]3)[CH2:6]1)[CH2:12]2.